This data is from Full USPTO retrosynthesis dataset with 1.9M reactions from patents (1976-2016). The task is: Predict the reactants needed to synthesize the given product. (1) Given the product [NH4+:11].[OH-:12].[Br:15][CH2:16][C:17]([NH:14][C:6]1[CH:7]=[C:8]([N+:11]([O-:13])=[O:12])[CH:9]=[CH:10][C:5]=1[C:1]([CH3:4])([CH3:2])[CH3:3])=[O:18], predict the reactants needed to synthesize it. The reactants are: [C:1]([C:5]1[CH:10]=[CH:9][C:8]([N+:11]([O-:13])=[O:12])=[CH:7][C:6]=1[NH2:14])([CH3:4])([CH3:3])[CH3:2].[Br:15][CH2:16][C:17](Br)=[O:18]. (2) Given the product [C:28]([O:27][C@H:26]1[O:36][C@H:22]([CH2:21][OH:20])[C@@H:23]([O:55][C:56](=[O:63])[C:57]2[CH:58]=[CH:59][CH:60]=[CH:61][CH:62]=2)[C@H:24]([O:46][C:47](=[O:54])[C:48]2[CH:53]=[CH:52][CH:51]=[CH:50][CH:49]=2)[C@@H:25]1[O:37][C:38](=[O:45])[C:39]1[CH:40]=[CH:41][CH:42]=[CH:43][CH:44]=1)(=[O:35])[C:29]1[CH:30]=[CH:31][CH:32]=[CH:33][CH:34]=1, predict the reactants needed to synthesize it. The reactants are: C([O:20][CH2:21][C@H:22]1[O:36][C@H:26]([O:27][C:28](=[O:35])[C:29]2[CH:34]=[CH:33][CH:32]=[CH:31][CH:30]=2)[C@@H:25]([O:37][C:38](=[O:45])[C:39]2[CH:44]=[CH:43][CH:42]=[CH:41][CH:40]=2)[C@@H:24]([O:46][C:47](=[O:54])[C:48]2[CH:53]=[CH:52][CH:51]=[CH:50][CH:49]=2)[C@@H:23]1[O:55][C:56](=[O:63])[C:57]1[CH:62]=[CH:61][CH:60]=[CH:59][CH:58]=1)(C1C=CC=CC=1)(C1C=CC=CC=1)C1C=CC=CC=1.OS(O)(=O)=O. (3) Given the product [NH2:11][C:9]1[N:8]=[CH:7][N:6]=[C:5]2[N:4]([CH:12]([C:14]3[CH:15]=[C:16]4[CH:21]=[CH:20][CH:19]=[N:18][N:17]4[C:22]=3[C:23]3[CH:28]=[CH:27][CH:26]=[CH:25][N:24]=3)[CH3:13])[N:3]=[C:2]([C:32]3[CH:33]=[C:34]([OH:36])[CH:35]=[C:30]([F:29])[CH:31]=3)[C:10]=12, predict the reactants needed to synthesize it. The reactants are: I[C:2]1[C:10]2[C:5](=[N:6][CH:7]=[N:8][C:9]=2[NH2:11])[N:4]([CH:12]([C:14]2[CH:15]=[C:16]3[CH:21]=[CH:20][CH:19]=[N:18][N:17]3[C:22]=2[C:23]2[CH:28]=[CH:27][CH:26]=[CH:25][N:24]=2)[CH3:13])[N:3]=1.[F:29][C:30]1[CH:31]=[C:32](B(O)O)[CH:33]=[C:34]([OH:36])[CH:35]=1.CCO.C([O-])([O-])=O.[Na+].[Na+]. (4) Given the product [C:35]([N:27]1[CH2:28][CH2:29][C:30]2([CH2:31][N:32]([C:9]3[CH:8]=[CH:7][C:3]([C:4]([NH2:6])=[O:5])=[C:2]([NH:23][C:22]4[CH:21]=[CH:20][C:19]([CH2:18][CH2:17][N:12]5[CH2:16][CH2:15][CH2:14][CH2:13]5)=[CH:25][CH:24]=4)[N:10]=3)[CH2:33][CH2:34]2)[CH2:26]1)(=[O:37])[CH:42]=[CH2:43], predict the reactants needed to synthesize it. The reactants are: Cl[C:2]1[N:10]=[C:9](Cl)[CH:8]=[CH:7][C:3]=1[C:4]([NH2:6])=[O:5].[N:12]1([CH2:17][CH2:18][C:19]2[CH:25]=[CH:24][C:22]([NH2:23])=[CH:21][CH:20]=2)[CH2:16][CH2:15][CH2:14][CH2:13]1.[CH2:26]1[C:30]2([CH2:34][CH2:33][NH:32][CH2:31]2)[CH2:29][CH2:28][N:27]1[C:35]([O:37]C(C)(C)C)=O.[C:42](O)(=O)[CH:43]=C. (5) The reactants are: [NH2:1][C:2]1[CH:7]=[CH:6][CH:5]=[CH:4][C:3]=1[NH-:8].[O:9]=[C:10]1[C:22]2[CH:21]=[CH:20][CH:19]=[C:18]([C:23](O)=O)[C:17]=2[C:16]2[C:11]1=[CH:12][CH:13]=[CH:14][CH:15]=2. Given the product [NH:1]1[C:2]2[CH:7]=[CH:6][CH:5]=[CH:4][C:3]=2[N:8]=[C:23]1[C:18]1[C:17]2[C:16]3[C:11](=[CH:12][CH:13]=[CH:14][CH:15]=3)[C:10](=[O:9])[C:22]=2[CH:21]=[CH:20][CH:19]=1, predict the reactants needed to synthesize it. (6) The reactants are: [Cl:1][C:2]1[CH:7]=[C:6]([N+:8]([O-])=O)[C:5]([O:11][CH3:12])=[CH:4][C:3]=1[CH2:13][CH2:14][NH:15][C:16](=[O:24])[CH2:17][N:18]1[CH2:23][CH2:22][O:21][CH2:20][CH2:19]1.[NH4+].[Cl-]. Given the product [NH2:8][C:6]1[C:5]([O:11][CH3:12])=[CH:4][C:3]([CH2:13][CH2:14][NH:15][C:16](=[O:24])[CH2:17][N:18]2[CH2:23][CH2:22][O:21][CH2:20][CH2:19]2)=[C:2]([Cl:1])[CH:7]=1, predict the reactants needed to synthesize it. (7) Given the product [NH3:9].[Cl:27][C:10]1[CH:11]=[CH:12][C:13]2[CH2:14][N:15]([CH3:26])[CH2:16][CH:17]([C:19]3[C:24]([CH3:25])=[CH:23][CH:22]=[CH:21][N:20]=3)[O:18][C:8]=2[N:9]=1, predict the reactants needed to synthesize it. The reactants are: CC(C)([O-])C.[Na+].Cl[C:8]1[C:13]([CH2:14][N:15]([CH3:26])[CH2:16][CH:17]([C:19]2[C:24]([CH3:25])=[CH:23][CH:22]=[CH:21][N:20]=2)[OH:18])=[CH:12][CH:11]=[C:10]([Cl:27])[N:9]=1. (8) Given the product [CH3:34][O:33][C:30]1[CH:29]=[CH:28][C:27]([CH2:26][N:25]([CH2:35][C:36]2[CH:37]=[CH:38][C:39]([O:42][CH3:43])=[CH:40][CH:41]=2)[C:22]2[N:23]=[CH:24][C:19]([C:18]3[C:13]4[CH2:12][CH2:11][N:10]([C:8]([NH:7][CH2:6][CH2:5][C:4]([OH:50])=[O:3])=[O:9])[C:14]=4[N:15]=[C:16]([N:44]4[CH2:49][CH2:48][O:47][CH2:46][CH2:45]4)[N:17]=3)=[CH:20][N:21]=2)=[CH:32][CH:31]=1, predict the reactants needed to synthesize it. The reactants are: C([O:3][C:4](=[O:50])[CH2:5][CH2:6][NH:7][C:8]([N:10]1[C:14]2[N:15]=[C:16]([N:44]3[CH2:49][CH2:48][O:47][CH2:46][CH2:45]3)[N:17]=[C:18]([C:19]3[CH:20]=[N:21][C:22]([N:25]([CH2:35][C:36]4[CH:41]=[CH:40][C:39]([O:42][CH3:43])=[CH:38][CH:37]=4)[CH2:26][C:27]4[CH:32]=[CH:31][C:30]([O:33][CH3:34])=[CH:29][CH:28]=4)=[N:23][CH:24]=3)[C:13]=2[CH2:12][CH2:11]1)=[O:9])C.[OH-].[Na+]. (9) Given the product [OH:5][C:6]1[CH:7]=[C:8]([CH:12]=[CH:13][C:14]=1[I:3])[C:9]([OH:11])=[O:10], predict the reactants needed to synthesize it. The reactants are: [OH-].[Na+].[I-:3].[Na+].[OH:5][C:6]1[CH:7]=[C:8]([CH:12]=[CH:13][CH:14]=1)[C:9]([OH:11])=[O:10].Cl[O-].[Na+]. (10) Given the product [CH2:1]1[C:10]2[C:5](=[CH:6][CH:7]=[CH:8][CH:9]=2)[CH2:4][CH2:3][N:2]1[C:11]1[N:12]=[C:13]([C:22]([N:61]2[CH2:62][CH2:63][N:58]([CH3:57])[CH2:59][CH2:60]2)=[O:23])[CH:14]=[C:15]2[C:19]([CH3:20])=[C:18]([CH3:21])[NH:17][C:16]=12, predict the reactants needed to synthesize it. The reactants are: [CH2:1]1[C:10]2[C:5](=[CH:6][CH:7]=[CH:8][CH:9]=2)[CH2:4][CH2:3][N:2]1[C:11]1[N:12]=[C:13]([C:22](O)=[O:23])[CH:14]=[C:15]2[C:19]([CH3:20])=[C:18]([CH3:21])[NH:17][C:16]=12.O.ON1C2C=CC=CC=2N=N1.Cl.CN(C)CCCN=C=NCC.C(N(C(C)C)CC)(C)C.[CH3:57][N:58]1[CH2:63][CH2:62][NH:61][CH2:60][CH2:59]1.